This data is from Catalyst prediction with 721,799 reactions and 888 catalyst types from USPTO. The task is: Predict which catalyst facilitates the given reaction. (1) Reactant: [CH3:1][N:2]1[C:6]2[CH:7]=[C:8]([N+:11]([O-])=O)[CH:9]=[CH:10][C:5]=2[N:4]=[C:3]1[CH2:14][CH2:15][CH2:16][C:17]([O:19][CH2:20][CH3:21])=[O:18]. Product: [NH2:11][C:8]1[CH:9]=[CH:10][C:5]2[N:4]=[C:3]([CH2:14][CH2:15][CH2:16][C:17]([O:19][CH2:20][CH3:21])=[O:18])[N:2]([CH3:1])[C:6]=2[CH:7]=1. The catalyst class is: 63. (2) Reactant: [OH:1][CH2:2][C:3]([CH3:11])([CH3:10])[C:4]([NH:6][CH:7]([CH3:9])[CH3:8])=[O:5].[H-].[Na+].[NH2:14][C:15]1[CH:22]=[CH:21][CH:20]=[C:19](F)[C:16]=1[C:17]#[N:18]. Product: [NH2:14][C:15]1[C:16]([C:17]#[N:18])=[C:19]([CH:20]=[CH:21][CH:22]=1)[O:1][CH2:2][C:3]([CH3:10])([CH3:11])[C:4]([NH:6][CH:7]([CH3:8])[CH3:9])=[O:5]. The catalyst class is: 1. (3) Reactant: [F:1][C:2]1[N:10]=[C:9]2[C:5]([N:6]=[C:7]([CH2:11][C:12]3[C:20]([I:21])=[CH:19][C:15]4[O:16][CH2:17][O:18][C:14]=4[CH:13]=3)[NH:8]2)=[C:4]([NH2:22])[N:3]=1.S([O:33][CH2:34][CH2:35][CH2:36][CH2:37][CH2:38][CH2:39][CH2:40]O)(C1C=CC(C)=CC=1)(=O)=O.C([O-])([O-])=O.[Cs+].[Cs+]. Product: [NH2:22][C:4]1[N:3]=[C:2]([F:1])[N:10]=[C:9]2[C:5]=1[N:6]=[C:7]([CH2:11][C:12]1[C:20]([I:21])=[CH:19][C:15]3[O:16][CH2:17][O:18][C:14]=3[CH:13]=1)[N:8]2[CH2:40][CH2:39][CH2:38][CH2:37][CH2:36][CH2:35][CH2:34][OH:33]. The catalyst class is: 3. (4) Reactant: [CH3:1][C:2]1[O:6][N:5]=[C:4]([C:7]2[CH:12]=[CH:11][CH:10]=[CH:9][CH:8]=2)[C:3]=1NC.Cl[C:16]1[CH:25]=[CH:24][C:19]([C:20]([O:22][CH3:23])=[O:21])=[CH:18][N:17]=1.[CH:26]([N:29](CC)C(C)C)(C)C.CS(C)=O. Product: [CH3:23][O:22][C:20](=[O:21])[C:19]1[CH:24]=[CH:25][C:16]([NH:29][CH2:26][C:3]2[C:4]([C:7]3[CH:8]=[CH:9][CH:10]=[CH:11][CH:12]=3)=[N:5][O:6][C:2]=2[CH3:1])=[N:17][CH:18]=1. The catalyst class is: 13. (5) Reactant: [NH:1]1[CH:5]=[C:4]([C:6]2[N:11]3[CH:12]=[CH:13][N:14]=[C:10]3[CH:9]=[C:8]([C:15]3[CH:20]=[CH:19][C:18]([N:21]4[CH2:26][CH2:25][O:24][CH2:23][CH2:22]4)=[CH:17][CH:16]=3)[N:7]=2)[CH:3]=[N:2]1.[CH:27]1([CH:32]=[CH:33][C:34]#[N:35])[CH2:31][CH2:30][CH2:29][CH2:28]1.N1CCCN2CCCCCC=12. Product: [CH:27]1([CH:32]([N:1]2[CH:5]=[C:4]([C:6]3[N:11]4[CH:12]=[CH:13][N:14]=[C:10]4[CH:9]=[C:8]([C:15]4[CH:20]=[CH:19][C:18]([N:21]5[CH2:26][CH2:25][O:24][CH2:23][CH2:22]5)=[CH:17][CH:16]=4)[N:7]=3)[CH:3]=[N:2]2)[CH2:33][C:34]#[N:35])[CH2:31][CH2:30][CH2:29][CH2:28]1. The catalyst class is: 3. (6) Reactant: [N:1]1([C:6]([C:8]2[CH:9]=[CH:10][CH:11]=[C:12]3[C:17]=2[N:16]=[C:15]([C:18]2[CH:23]=[CH:22][N:21]=[CH:20][CH:19]=2)[CH:14]=[CH:13]3)=[O:7])[CH:5]=[CH:4]N=C1.NCC[N:27]([C:31]1[N:32]=[N+:33]([O-:42])[C:34]2[CH:41]=[CH:40][CH:39]=[CH:38][C:35]=2[N+:36]=1[O-:37])[CH2:28][CH2:29][NH2:30]. Product: [O-:42][N+:33]1[C:34]2[CH:41]=[CH:40][CH:39]=[CH:38][C:35]=2[N+:36]([O-:37])=[C:31]([NH:27][CH2:28][CH2:29][NH:30][CH2:4][CH2:5][NH:1][C:6]([C:8]2[CH:9]=[CH:10][CH:11]=[C:12]3[C:17]=2[N:16]=[C:15]([C:18]2[CH:19]=[CH:20][N:21]=[CH:22][CH:23]=2)[CH:14]=[CH:13]3)=[O:7])[N:32]=1. The catalyst class is: 3.